This data is from Rat liver microsome stability data. The task is: Regression/Classification. Given a drug SMILES string, predict its absorption, distribution, metabolism, or excretion properties. Task type varies by dataset: regression for continuous measurements (e.g., permeability, clearance, half-life) or binary classification for categorical outcomes (e.g., BBB penetration, CYP inhibition). Dataset: rlm. (1) The molecule is Fc1ccc(Nc2nc(-c3ccncc3)nc3ccccc23)cc1F. The result is 1 (stable in rat liver microsomes). (2) The compound is CC(=O)c1c(C)[nH]c(C(=O)Nc2cccc(S(=O)(=O)Nc3c(C)cccc3C)c2)c1C. The result is 1 (stable in rat liver microsomes). (3) The molecule is COc1cccc(CNC(=O)c2ccc(N3CCCC3)c(NC(=O)Nc3ccccc3F)c2)c1. The result is 1 (stable in rat liver microsomes). (4) The compound is Cc1c(CN(C)c2cc(C3CC(O)C3)nc(N)n2)[nH]c2ccccc12. The result is 1 (stable in rat liver microsomes). (5) The molecule is N#CC1(c2ccccc2)CCN(c2c(C(=O)N3CCN(C(=O)C4CC4)CC3)cnc3ccsc23)CC1. The result is 1 (stable in rat liver microsomes). (6) The drug is NC(=O)c1cccc([C@H]2C[C@H]3CC[C@@H](C2)N3CCN(CC2CCCCC2)C(=O)C(F)(F)F)c1. The result is 1 (stable in rat liver microsomes). (7) The drug is CCc1ccccc1OCCNCCCCN1C(=O)C2CCCN2C1=O. The result is 1 (stable in rat liver microsomes). (8) The compound is COc1cc(OC(C)C)cc(S(=O)(=O)c2ccc3c(c2)O[C@H]2CNCC[C@@H]32)c1. The result is 0 (unstable in rat liver microsomes). (9) The drug is COc1ccc(Cn2c(C(=O)O)c(CNCc3cccc(OC)c3)c3ccc(C)cc32)cc1. The result is 1 (stable in rat liver microsomes).